Dataset: Reaction yield outcomes from USPTO patents with 853,638 reactions. Task: Predict the reaction yield, written as a fraction of the theoretical maximum amount of product (1.0 means a 100% yield; for example, 0.34 means a 34% yield). (1) The reactants are [CH:1]1([NH:4][C:5]2[N:10]3[N:11]=[CH:12][C:13]([CH:14]=[O:15])=[C:9]3[N:8]=[C:7]([C:16]3[S:20][C:19]([C:21]([OH:23])=O)=[CH:18][CH:17]=3)[CH:6]=2)[CH2:3][CH2:2]1.C[N:25](C(ON1N=NC2C=CC=NC1=2)=[N+](C)C)C.F[P-](F)(F)(F)(F)F.C1C=CC2N(O)N=NC=2C=1.CCN(C(C)C)C(C)C.[Cl-].[NH4+]. The catalyst is CN(C=O)C.C(OCC)(=O)C. The product is [CH:1]1([NH:4][C:5]2[N:10]3[N:11]=[CH:12][C:13]([CH:14]=[O:15])=[C:9]3[N:8]=[C:7]([C:16]3[S:20][C:19]([C:21]([NH2:25])=[O:23])=[CH:18][CH:17]=3)[CH:6]=2)[CH2:2][CH2:3]1. The yield is 1.00. (2) The reactants are [CH3:1][O:2][C:3]1[CH:4]=[C:5]([C:9]2[N:10]([CH2:24][C:25]([O:27]C(C)(C)C)=[O:26])[C:11]3[C:12]([N:23]=2)=[N:13][CH:14]=[C:15]([C:17]2[CH:22]=[CH:21][CH:20]=[CH:19][CH:18]=2)[CH:16]=3)[CH:6]=[CH:7][CH:8]=1.Cl.O. The catalyst is C(OCC)(=O)C. The product is [CH3:1][O:2][C:3]1[CH:4]=[C:5]([C:9]2[N:10]([CH2:24][C:25]([OH:27])=[O:26])[C:11]3[C:12]([N:23]=2)=[N:13][CH:14]=[C:15]([C:17]2[CH:22]=[CH:21][CH:20]=[CH:19][CH:18]=2)[CH:16]=3)[CH:6]=[CH:7][CH:8]=1. The yield is 0.430. (3) The reactants are Cl[C:2]1[CH:11]=[C:10]2[C:5]([CH:6]=[C:7]([C:29]3[C:34]([Cl:35])=[C:33]([O:36][CH3:37])[CH:32]=[C:31]([O:38][CH3:39])[C:30]=3[Cl:40])[C:8](=[O:28])[N:9]2[CH2:12][CH2:13][CH2:14][N:15]2[CH2:20][CH2:19][N:18]([C:21]([O:23][C:24]([CH3:27])([CH3:26])[CH3:25])=[O:22])[CH2:17][CH2:16]2)=[CH:4][N:3]=1.[C:41]1([C:47]([C:49]2[CH:54]=[CH:53][CH:52]=[CH:51][CH:50]=2)=[NH:48])[CH:46]=[CH:45][CH:44]=[CH:43][CH:42]=1.C1C=CC(P(C2C(C3C(P(C4C=CC=CC=4)C4C=CC=CC=4)=CC=C4C=3C=CC=C4)=C3C(C=CC=C3)=CC=2)C2C=CC=CC=2)=CC=1.C(O[Na])(C)(C)C. The catalyst is C1(C)C=CC=CC=1.C1C=CC(/C=C/C(/C=C/C2C=CC=CC=2)=O)=CC=1.C1C=CC(/C=C/C(/C=C/C2C=CC=CC=2)=O)=CC=1.C1C=CC(/C=C/C(/C=C/C2C=CC=CC=2)=O)=CC=1.[Pd].[Pd]. The product is [Cl:35][C:34]1[C:33]([O:36][CH3:37])=[CH:32][C:31]([O:38][CH3:39])=[C:30]([Cl:40])[C:29]=1[C:7]1[C:8](=[O:28])[N:9]([CH2:12][CH2:13][CH2:14][N:15]2[CH2:16][CH2:17][N:18]([C:21]([O:23][C:24]([CH3:25])([CH3:27])[CH3:26])=[O:22])[CH2:19][CH2:20]2)[C:10]2[C:5]([CH:6]=1)=[CH:4][N:3]=[C:2]([N:48]=[C:47]([C:41]1[CH:46]=[CH:45][CH:44]=[CH:43][CH:42]=1)[C:49]1[CH:54]=[CH:53][CH:52]=[CH:51][CH:50]=1)[CH:11]=2. The yield is 0.590.